Dataset: Catalyst prediction with 721,799 reactions and 888 catalyst types from USPTO. Task: Predict which catalyst facilitates the given reaction. (1) The catalyst class is: 2. Reactant: [Cl:1][C:2]1[CH:3]=[N:4][CH:5]=[C:6]([Cl:10])[C:7]=1[CH2:8][Cl:9].C([O-])([O-])=[O:12].[Na+].[Na+]. Product: [Cl:1][C:2]1[CH:3]=[N+:4]([O-:12])[CH:5]=[C:6]([Cl:10])[C:7]=1[CH2:8][Cl:9]. (2) Reactant: Br.[NH2:2][C:3]1[CH:8]=[C:7]([CH:9](Br)[C:10]([C:12]2[CH:17]=[CH:16][CH:15]=[C:14]([CH3:18])[CH:13]=2)=O)[CH:6]=[CH:5][N:4]=1.[Cl:20][C:21]1[CH:29]=[CH:28][CH:27]=[CH:26][C:22]=1[C:23]([NH2:25])=[S:24].C(=O)([O-])O.[Na+]. Product: [Cl:20][C:21]1[CH:29]=[CH:28][CH:27]=[CH:26][C:22]=1[C:23]1[S:24][C:9]([C:7]2[CH:6]=[CH:5][N:4]=[C:3]([NH2:2])[CH:8]=2)=[C:10]([C:12]2[CH:17]=[CH:16][CH:15]=[C:14]([CH3:18])[CH:13]=2)[N:25]=1. The catalyst class is: 9. (3) Reactant: [CH2:1]([O:3][C:4]([C:6]1[C:15]2[C:10](=[CH:11][CH:12]=[CH:13][CH:14]=2)[C:9]([OH:16])=[CH:8][C:7]=1[OH:17])=[O:5])[CH3:2].C1C(=O)N([Br:25])C(=O)C1. Product: [CH2:1]([O:3][C:4]([C:6]1[C:15]2[C:10](=[CH:11][CH:12]=[CH:13][CH:14]=2)[C:9]([OH:16])=[C:8]([Br:25])[C:7]=1[OH:17])=[O:5])[CH3:2]. The catalyst class is: 10. (4) Reactant: [CH:1]1([N:4]([CH:32]2[CH2:34][CH2:33]2)[C:5]([C:7]2[N:29]([CH2:30][CH3:31])[C:10]3=[N:11][C:12]([NH:19][C:20]4[CH:24]=[C:23]([CH:25]=[O:26])[N:22]([CH2:27][CH3:28])[N:21]=4)=[C:13]4[N:17]=[CH:16][N:15]([CH3:18])[C:14]4=[C:9]3[CH:8]=2)=[O:6])[CH2:3][CH2:2]1.[OH:35]OS([O-])=O.[K+].O. Product: [CH:32]1([N:4]([CH:1]2[CH2:2][CH2:3]2)[C:5]([C:7]2[N:29]([CH2:30][CH3:31])[C:10]3=[N:11][C:12]([NH:19][C:20]4[CH:24]=[C:23]([C:25]([OH:35])=[O:26])[N:22]([CH2:27][CH3:28])[N:21]=4)=[C:13]4[N:17]=[CH:16][N:15]([CH3:18])[C:14]4=[C:9]3[CH:8]=2)=[O:6])[CH2:33][CH2:34]1. The catalyst class is: 3. (5) Reactant: [Li]CCCC.CN(CCN(C)C)C.[CH:14]([Si:17]([CH:30]([CH3:32])[CH3:31])([CH:27]([CH3:29])[CH3:28])[O:18][C:19]1[CH:24]=[CH:23][CH:22]=[CH:21][C:20]=1[O:25][CH3:26])([CH3:16])[CH3:15].C1C[O:36][CH2:35]C1. Product: [CH3:26][O:25][C:20]1[C:19]([O:18][Si:17]([CH:14]([CH3:16])[CH3:15])([CH:27]([CH3:29])[CH3:28])[CH:30]([CH3:32])[CH3:31])=[C:24]([CH:23]=[CH:22][CH:21]=1)[CH:35]=[O:36]. The catalyst class is: 25. (6) Reactant: C[O:2][C:3]([C:5]1[CH:10]=[CH:9][N:8]([CH3:11])[C:7](=[O:12])[CH:6]=1)=O.O.[NH2:14][NH2:15]. Product: [CH3:11][N:8]1[CH:9]=[CH:10][C:5]([C:3]([NH:14][NH2:15])=[O:2])=[CH:6][C:7]1=[O:12]. The catalyst class is: 621. (7) Reactant: [C:1]([O:5][C:6]([NH:8][CH2:9][C@H:10]1[CH2:15][CH2:14][C@H:13]([C:16]([NH:18][C@@H:19]([CH2:23][C:24]2[CH:29]=[CH:28][C:27]([C:30]3[CH:35]=[CH:34][C:33]([C:36](=[O:51])[NH:37][CH:38]4[CH2:43][CH2:42][N:41]([C:44]([O:46][C:47]([CH3:50])([CH3:49])[CH3:48])=[O:45])[CH2:40][CH2:39]4)=[CH:32][C:31]=3[CH3:52])=[CH:26][CH:25]=2)[C:20](O)=[O:21])=[O:17])[CH2:12][CH2:11]1)=[O:7])([CH3:4])([CH3:3])[CH3:2].[Cl:53][C:54]1[NH:58][C:57]([C:59]2[CH:65]=[CH:64][C:62]([NH2:63])=[CH:61][CH:60]=2)=[N:56][N:55]=1.C(N(CC)C(C)C)(C)C.C(P1(=O)OP(=O)(CCC)OP(=O)(CCC)O1)CC. Product: [C:1]([O:5][C:6]([NH:8][CH2:9][C@H:10]1[CH2:15][CH2:14][C@H:13]([C:16]([NH:18][C@H:19]([C:20]([NH:63][C:62]2[CH:64]=[CH:65][C:59]([C:57]3[NH:58][C:54]([Cl:53])=[N:55][N:56]=3)=[CH:60][CH:61]=2)=[O:21])[CH2:23][C:24]2[CH:29]=[CH:28][C:27]([C:30]3[CH:35]=[CH:34][C:33]([C:36]([NH:37][CH:38]4[CH2:39][CH2:40][N:41]([C:44]([O:46][C:47]([CH3:50])([CH3:49])[CH3:48])=[O:45])[CH2:42][CH2:43]4)=[O:51])=[CH:32][C:31]=3[CH3:52])=[CH:26][CH:25]=2)=[O:17])[CH2:12][CH2:11]1)=[O:7])([CH3:3])([CH3:2])[CH3:4]. The catalyst class is: 35. (8) Reactant: [H-].[Al+3].[Li+].[H-].[H-].[H-].[N:7]([CH:10]1[CH2:19][N:18]2[C:14](=[N:15][C:16]3[C:17]2=[C:20]([N:24]([CH2:27][CH3:28])[CH2:25][CH3:26])[CH:21]=[CH:22][CH:23]=3)[N:13]([C:29]2[CH:34]=[CH:33][C:32]([Cl:35])=[CH:31][C:30]=2[Cl:36])[CH2:12][CH2:11]1)=[N+]=[N-].O.O.O.O.O.O.O.O.O.O.S([O-])([O-])(=O)=O.[Na+].[Na+]. Product: [Cl:36][C:30]1[CH:31]=[C:32]([Cl:35])[CH:33]=[CH:34][C:29]=1[N:13]1[C:14]2=[N:15][C:16]3[C:17](=[C:20]([N:24]([CH2:27][CH3:28])[CH2:25][CH3:26])[CH:21]=[CH:22][CH:23]=3)[N:18]2[CH2:19][CH:10]([NH2:7])[CH2:11][CH2:12]1. The catalyst class is: 7.